Dataset: Reaction yield outcomes from USPTO patents with 853,638 reactions. Task: Predict the reaction yield, written as a fraction of the theoretical maximum amount of product (1.0 means a 100% yield; for example, 0.34 means a 34% yield). (1) The reactants are [CH2:1]([O:3][C@H:4]1[CH2:9][CH2:8][C@H:7]([N:10]2[CH2:15][CH2:14][CH:13]([NH:16][C:17]3[C:18]([NH2:25])=[CH:19][CH:20]=[C:21]([O:23][CH3:24])[CH:22]=3)[CH2:12][CH2:11]2)[CH2:6][CH2:5]1)[CH3:2].C(N(C(C)C)CC)(C)C.[Cl:35][C:36](Cl)([O:38]C(=O)OC(Cl)(Cl)Cl)Cl.C([O-])([O-])=O.[Na+].[Na+]. The catalyst is ClCCl. The product is [ClH:35].[CH2:1]([O:3][C@H:4]1[CH2:9][CH2:8][C@H:7]([N:10]2[CH2:15][CH2:14][CH:13]([N:16]3[C:17]4[CH:22]=[C:21]([O:23][CH3:24])[CH:20]=[CH:19][C:18]=4[NH:25][C:36]3=[O:38])[CH2:12][CH2:11]2)[CH2:6][CH2:5]1)[CH3:2]. The yield is 0.810. (2) The reactants are [CH:1]([C:4]1[CH:18]=[C:17]([O:19][CH3:20])[CH:16]=[CH:15][C:5]=1[O:6][C:7]1[C:8]([NH2:14])=[N:9][C:10]([NH2:13])=[N:11][CH:12]=1)([CH3:3])[CH3:2].F[C:22](F)(F)[C:23](O)=[O:24].C(Cl)(=O)C.[Cl-].[Cl-].[Cl-].[Al+3]. The catalyst is ClC(Cl)C.O. The product is [NH2:13][C:10]1[N:9]=[C:8]([NH2:14])[C:7]([O:6][C:5]2[C:4]([CH:1]([CH3:3])[CH3:2])=[CH:18][C:17]([O:19][CH3:20])=[C:16]([C:23](=[O:24])[CH3:22])[CH:15]=2)=[CH:12][N:11]=1. The yield is 0.310. (3) The reactants are [NH2:1][C:2]1[C:11]2[C:6](=[C:7](Br)[CH:8]=[CH:9][CH:10]=2)[N:5]=[N:4][C:3]=1[C:13]([NH:15][CH2:16][CH2:17][CH3:18])=[O:14].[F:19][C:20]1[CH:25]=[C:24]([O:26][CH3:27])[CH:23]=[CH:22][C:21]=1B(O)O. No catalyst specified. The product is [NH2:1][C:2]1[C:11]2[C:6](=[C:7]([C:21]3[CH:22]=[CH:23][C:24]([O:26][CH3:27])=[CH:25][C:20]=3[F:19])[CH:8]=[CH:9][CH:10]=2)[N:5]=[N:4][C:3]=1[C:13]([NH:15][CH2:16][CH2:17][CH3:18])=[O:14]. The yield is 0.660. (4) The reactants are Cl[C:2]1[C:11]2[C:6](=[CH:7][C:8]([O:14][CH2:15][CH:16]3[CH2:21][CH2:20][N:19]([CH3:22])[CH2:18][CH2:17]3)=[C:9]([O:12][CH3:13])[CH:10]=2)[N:5]=[CH:4][N:3]=1.[CH3:23][C:24]1[CH:33]=[C:32]([CH3:34])[C:31]2[C:26](=[CH:27][C:28]([OH:35])=[CH:29][CH:30]=2)[N:25]=1. No catalyst specified. The product is [CH3:23][C:24]1[CH:33]=[C:32]([CH3:34])[C:31]2[C:26](=[CH:27][C:28]([O:35][C:2]3[C:11]4[C:6](=[CH:7][C:8]([O:14][CH2:15][CH:16]5[CH2:21][CH2:20][N:19]([CH3:22])[CH2:18][CH2:17]5)=[C:9]([O:12][CH3:13])[CH:10]=4)[N:5]=[CH:4][N:3]=3)=[CH:29][CH:30]=2)[N:25]=1. The yield is 0.330. (5) The reactants are [CH3:1][C:2](=[O:12])[CH2:3][CH2:4][CH2:5][CH2:6][CH2:7][CH2:8][CH2:9][CH2:10][CH3:11].[H-].[Na+].[C:15]1([CH3:21])[CH:20]=[CH:19][CH:18]=[CH:17][CH:16]=1.[C:22]([O:29]CC)(=O)[C:23]([O:25]CC)=O. The catalyst is CC(C)=O. The product is [CH3:11][CH2:10][CH2:9][CH2:8][CH2:7][CH2:6][CH2:5][CH2:4][CH2:3][C:2](=[O:12])[CH2:1][C:23](=[O:25])[C:22](=[O:29])[CH2:1][C:2](=[O:12])[CH2:3][CH2:4][CH2:16][CH2:17][CH2:18][CH2:19][CH2:20][CH2:15][CH3:21]. The yield is 0.700. (6) The reactants are [CH2:1]1[CH:5]2[CH2:6][NH:7][CH2:8][CH:4]2[CH2:3][N:2]1[C:9]([O:11][C:12]([CH3:15])([CH3:14])[CH3:13])=[O:10].Cl[C:17]1[CH:18]=[CH:19][C:20]2[N:21]([C:23]([C:26]([F:29])([F:28])[F:27])=[N:24][N:25]=2)[N:22]=1.C(N(C(C)C)CC)(C)C. The catalyst is C(O)C. The product is [F:28][C:26]([F:27])([F:29])[C:23]1[N:21]2[N:22]=[C:17]([N:7]3[CH2:6][CH:5]4[CH2:1][N:2]([C:9]([O:11][C:12]([CH3:15])([CH3:14])[CH3:13])=[O:10])[CH2:3][CH:4]4[CH2:8]3)[CH:18]=[CH:19][C:20]2=[N:25][N:24]=1. The yield is 0.559. (7) The product is [CH2:56]([O:63][C:64]1[CH:65]=[CH:66][C:67]([NH:70][C:23](=[O:25])[CH2:22][C:21](=[O:20])[N:26]2[CH2:27][CH2:28][N:29]([C:32](=[O:43])[C:33]3[CH:38]=[CH:37][CH:36]=[CH:35][C:34]=3[C:39]([F:40])([F:42])[F:41])[CH2:30][CH2:31]2)=[N:7][CH:5]=1)[C:57]1[CH:58]=[CH:59][CH:60]=[CH:61][CH:62]=1. The catalyst is CN(C=O)C.O. The yield is 0.390. The reactants are C1C=CC2N(O)N=[N:7][C:5]=2C=1.CCN(C(C)C)C(C)C.[O:20]=[C:21]([N:26]1[CH2:31][CH2:30][N:29]([C:32](=[O:43])[C:33]2[CH:38]=[CH:37][CH:36]=[CH:35][C:34]=2[C:39]([F:42])([F:41])[F:40])[CH2:28][CH2:27]1)[CH2:22][C:23]([OH:25])=O.CCN=C=NCCCN(C)C.Cl.[CH2:56]([O:63][C:64]1N=C[C:67]([NH2:70])=[CH:66][CH:65]=1)[C:57]1[CH:62]=[CH:61][CH:60]=[CH:59][CH:58]=1.